Dataset: Merck oncology drug combination screen with 23,052 pairs across 39 cell lines. Task: Regression. Given two drug SMILES strings and cell line genomic features, predict the synergy score measuring deviation from expected non-interaction effect. (1) Synergy scores: synergy=17.2. Cell line: SW837. Drug 2: CC(C)CC(NC(=O)C(Cc1ccccc1)NC(=O)c1cnccn1)B(O)O. Drug 1: Nc1ccn(C2OC(CO)C(O)C2(F)F)c(=O)n1. (2) Drug 1: NC(=O)c1cccc2cn(-c3ccc(C4CCCNC4)cc3)nc12. Drug 2: Cn1cc(-c2cnn3c(N)c(Br)c(C4CCCNC4)nc23)cn1. Cell line: ES2. Synergy scores: synergy=-20.7. (3) Drug 2: CCN(CC)CCNC(=O)c1c(C)[nH]c(C=C2C(=O)Nc3ccc(F)cc32)c1C. Synergy scores: synergy=-17.9. Drug 1: CN(Cc1cnc2nc(N)nc(N)c2n1)c1ccc(C(=O)NC(CCC(=O)O)C(=O)O)cc1. Cell line: NCIH23. (4) Drug 1: COc1cc(C2c3cc4c(cc3C(OC3OC5COC(C)OC5C(O)C3O)C3COC(=O)C23)OCO4)cc(OC)c1O. Drug 2: CCN(CC)CCNC(=O)c1c(C)[nH]c(C=C2C(=O)Nc3ccc(F)cc32)c1C. Cell line: SKMEL30. Synergy scores: synergy=4.85. (5) Drug 1: COc1cc(C2c3cc4c(cc3C(OC3OC5COC(C)OC5C(O)C3O)C3COC(=O)C23)OCO4)cc(OC)c1O. Drug 2: Cc1nc(Nc2ncc(C(=O)Nc3c(C)cccc3Cl)s2)cc(N2CCN(CCO)CC2)n1. Cell line: COLO320DM. Synergy scores: synergy=4.46. (6) Drug 1: COc1cc(C2c3cc4c(cc3C(OC3OC5COC(C)OC5C(O)C3O)C3COC(=O)C23)OCO4)cc(OC)c1O. Drug 2: C=CCn1c(=O)c2cnc(Nc3ccc(N4CCN(C)CC4)cc3)nc2n1-c1cccc(C(C)(C)O)n1. Cell line: HCT116. Synergy scores: synergy=10.6. (7) Drug 1: NC(=O)c1cccc2cn(-c3ccc(C4CCCNC4)cc3)nc12. Drug 2: COC1CC2CCC(C)C(O)(O2)C(=O)C(=O)N2CCCCC2C(=O)OC(C(C)CC2CCC(OP(C)(C)=O)C(OC)C2)CC(=O)C(C)C=C(C)C(O)C(OC)C(=O)C(C)CC(C)C=CC=CC=C1C. Cell line: SW620. Synergy scores: synergy=24.0. (8) Drug 1: O=P1(N(CCCl)CCCl)NCCCO1. Drug 2: CC(C)CC(NC(=O)C(Cc1ccccc1)NC(=O)c1cnccn1)B(O)O. Cell line: A375. Synergy scores: synergy=28.6. (9) Drug 1: CN(Cc1cnc2nc(N)nc(N)c2n1)c1ccc(C(=O)NC(CCC(=O)O)C(=O)O)cc1. Drug 2: O=C(CCCCCCC(=O)Nc1ccccc1)NO. Cell line: NCIH460. Synergy scores: synergy=-36.4.